This data is from Full USPTO retrosynthesis dataset with 1.9M reactions from patents (1976-2016). The task is: Predict the reactants needed to synthesize the given product. (1) Given the product [CH3:26][O:27][CH2:28][CH2:29][NH:30][C:31]([C@H:33]1[CH2:34][CH2:35][C@H:36]([NH:39][C:22]([C:19]2[C:15]3[N:16]=[CH:17][N:18]=[C:13]([C:7]4[CH:8]=[C:9]([F:12])[CH:10]=[CH:11][C:6]=4[O:5][CH2:4][CH:1]4[CH2:2][CH2:3]4)[C:14]=3[NH:21][CH:20]=2)=[O:23])[CH2:37][CH2:38]1)=[O:32], predict the reactants needed to synthesize it. The reactants are: [CH:1]1([CH2:4][O:5][C:6]2[CH:11]=[CH:10][C:9]([F:12])=[CH:8][C:7]=2[C:13]2[C:14]3[NH:21][CH:20]=[C:19]([C:22](O)=[O:23])[C:15]=3[N:16]=[CH:17][N:18]=2)[CH2:3][CH2:2]1.Cl.[CH3:26][O:27][CH2:28][CH2:29][NH:30][C:31]([C@H:33]1[CH2:38][CH2:37][C@H:36]([NH2:39])[CH2:35][CH2:34]1)=[O:32]. (2) The reactants are: [CH:1]1([C:4](=O)[CH2:5][NH:6][C:7](=[O:28])[C:8]2[CH:13]=[C:12]([C:14]3[CH:19]=[CH:18][C:17]([Cl:20])=[C:16]([Cl:21])[CH:15]=3)[C:11]([O:22][CH2:23][C:24]([F:27])([F:26])[F:25])=[N:10][CH:9]=2)[CH2:3][CH2:2]1.[NH2:30][OH:31]. Given the product [CH:1]1(/[C:4](=[N:30]\[OH:31])/[CH2:5][NH:6][C:7](=[O:28])[C:8]2[CH:13]=[C:12]([C:14]3[CH:19]=[CH:18][C:17]([Cl:20])=[C:16]([Cl:21])[CH:15]=3)[C:11]([O:22][CH2:23][C:24]([F:26])([F:25])[F:27])=[N:10][CH:9]=2)[CH2:2][CH2:3]1, predict the reactants needed to synthesize it. (3) Given the product [CH2:10]=[C:9]1[CH:2]2[CH:3]([O:4][CH2:5][CH2:6]2)[O:7][CH2:8]1, predict the reactants needed to synthesize it. The reactants are: Br[CH:2]1[CH2:6][CH2:5][O:4][CH:3]1[O:7][CH2:8][C:9]#[CH:10].C(#N)C.C(N(CC)CC)C.